This data is from Reaction yield outcomes from USPTO patents with 853,638 reactions. The task is: Predict the reaction yield, written as a fraction of the theoretical maximum amount of product (1.0 means a 100% yield; for example, 0.34 means a 34% yield). (1) The reactants are [CH3:1][N:2]([C:7]1[CH:8]=[C:9]([C:17]([O:19][CH3:20])=[O:18])[CH:10]=[C:11]([CH:16]=1)[C:12]([O:14]C)=[O:13])[S:3]([CH3:6])(=[O:5])=[O:4].[OH-].[Na+]. The catalyst is C1COCC1.CO.O. The product is [CH3:20][O:19][C:17]([C:9]1[CH:10]=[C:11]([CH:16]=[C:7]([N:2]([CH3:1])[S:3]([CH3:6])(=[O:5])=[O:4])[CH:8]=1)[C:12]([OH:14])=[O:13])=[O:18]. The yield is 0.750. (2) The reactants are [CH3:1][C:2]1[C:3]2[CH:15]=[CH:14][C:13]([NH:16][S:17]([CH3:20])(=[O:19])=[O:18])=[CH:12][C:4]=2[S:5][C:6]=1[C:7]([O:9]CC)=[O:8].O[Li].O. The catalyst is C1COCC1.O. The product is [CH3:1][C:2]1[C:3]2[CH:15]=[CH:14][C:13]([NH:16][S:17]([CH3:20])(=[O:19])=[O:18])=[CH:12][C:4]=2[S:5][C:6]=1[C:7]([OH:9])=[O:8]. The yield is 1.00. (3) The reactants are [O:1]1[CH2:6][CH2:5][N:4]([CH2:7][CH2:8][N:9]([C:14]2[CH:29]=[CH:28][C:17]([C:18]([O:20]CC3C=CC=CC=3)=[O:19])=[CH:16][C:15]=2[O:30][CH2:31][CH2:32][O:33][CH:34]2[CH2:39][CH2:38][CH2:37][CH2:36][O:35]2)[S:10]([CH3:13])(=[O:12])=[O:11])[CH2:3][CH2:2]1. The catalyst is O.CO.[Pd]. The product is [O:1]1[CH2:6][CH2:5][N:4]([CH2:7][CH2:8][N:9]([C:14]2[CH:29]=[CH:28][C:17]([C:18]([OH:20])=[O:19])=[CH:16][C:15]=2[O:30][CH2:31][CH2:32][O:33][CH:34]2[CH2:39][CH2:38][CH2:37][CH2:36][O:35]2)[S:10]([CH3:13])(=[O:12])=[O:11])[CH2:3][CH2:2]1. The yield is 0.749.